Predict the product of the given reaction. From a dataset of Forward reaction prediction with 1.9M reactions from USPTO patents (1976-2016). Given the reactants [CH3:1][O:2][C:3]1[CH:8]=[CH:7][C:6]([CH2:9][C:10](OC)=[O:11])=[CH:5][CH:4]=1.[H-].C([Al+]CC(C)C)C(C)C.C(C(C(C([O-])=O)O)O)([O-])=O.[K+].[Na+], predict the reaction product. The product is: [CH3:1][O:2][C:3]1[CH:8]=[CH:7][C:6]([CH2:9][CH:10]=[O:11])=[CH:5][CH:4]=1.